The task is: Predict the reaction yield, written as a fraction of the theoretical maximum amount of product (1.0 means a 100% yield; for example, 0.34 means a 34% yield).. This data is from Reaction yield outcomes from USPTO patents with 853,638 reactions. (1) The reactants are [N:1]1[CH:6]=[CH:5][CH:4]=[CH:3][C:2]=1[CH2:7][CH2:8][CH2:9][CH2:10][C:11]([O:13]CC)=[O:12].[OH-].[Na+]. The catalyst is C(O)C. The product is [N:1]1[CH:6]=[CH:5][CH:4]=[CH:3][C:2]=1[CH2:7][CH2:8][CH2:9][CH2:10][C:11]([OH:13])=[O:12]. The yield is 0.820. (2) The reactants are C(OC(=O)[CH:5]([C:11]1[C:16]([N+:17]([O-:19])=[O:18])=[CH:15][C:14]([Br:20])=[CH:13][N:12]=1)C(OCC)=O)C.Cl. The catalyst is O. The product is [Br:20][C:14]1[CH:15]=[C:16]([N+:17]([O-:19])=[O:18])[C:11]([CH3:5])=[N:12][CH:13]=1. The yield is 0.750. (3) The reactants are C(N(C(C)C)C(C)C)C.F[P-](F)(F)(F)(F)F.N1(OC(N(C)C)=[N+](C)C)C2N=CC=CC=2N=N1.[NH2:34][C:35]1[CH:43]=[CH:42][CH:41]=[CH:40][C:36]=1[C:37]([NH2:39])=[O:38].[C:44]1([CH:50]2[CH2:55][CH2:54][CH:53]([N:56]3[CH2:61][CH2:60][CH2:59][CH:58]([C:62](O)=[O:63])[CH2:57]3)[CH2:52][CH2:51]2)[CH:49]=[CH:48][CH:47]=[CH:46][CH:45]=1. The catalyst is CN(C)C=O. The product is [NH2:39][C:37]([C:36]1[CH:40]=[CH:41][CH:42]=[CH:43][C:35]=1[NH:34][C:62]([CH:58]1[CH2:59][CH2:60][CH2:61][N:56]([CH:53]2[CH2:52][CH2:51][CH:50]([C:44]3[CH:49]=[CH:48][CH:47]=[CH:46][CH:45]=3)[CH2:55][CH2:54]2)[CH2:57]1)=[O:63])=[O:38]. The yield is 0.464. (4) The reactants are [Cl:1][C:2]1[C:7]([F:8])=[C:6]([C:9]([OH:11])=O)[CH:5]=[CH:4][N:3]=1.CCN=C=NCCCN(C)C.C1C=CC2N(O)N=NC=2C=1.Cl.[NH2:34][CH2:35][C:36]([NH2:38])=[O:37].C(N(CC)C(C)C)(C)C. The catalyst is O.CN(C=O)C. The product is [NH2:38][C:36](=[O:37])[CH2:35][NH:34][C:9]([C:6]1[CH:5]=[CH:4][N:3]=[C:2]([Cl:1])[C:7]=1[F:8])=[O:11]. The yield is 0.180. (5) The reactants are [C:1]([O:5][C:6]([N:8]1[CH2:13][CH2:12][N:11]([S:14]([C:17]2[C:22]([Cl:23])=[CH:21][CH:20]=[C:19]([NH2:24])[C:18]=2[OH:25])(=[O:16])=[O:15])[CH2:10][CH2:9]1)=[O:7])([CH3:4])([CH3:3])[CH3:2].[Cl:26][C:27]1[C:28]([F:38])=[C:29]([CH:35]=[CH:36][CH:37]=1)C(N=[N+]=[N-])=O.C[N:40](C)[CH:41]=[O:42]. The catalyst is C(OCC)(=O)C. The product is [C:1]([O:5][C:6]([N:8]1[CH2:9][CH2:10][N:11]([S:14]([C:17]2[C:22]([Cl:23])=[CH:21][CH:20]=[C:19]([NH:24][C:41]([NH:40][C:37]3[CH:36]=[CH:35][CH:29]=[C:28]([F:38])[C:27]=3[Cl:26])=[O:42])[C:18]=2[OH:25])(=[O:15])=[O:16])[CH2:12][CH2:13]1)=[O:7])([CH3:4])([CH3:2])[CH3:3]. The yield is 0.660.